This data is from Full USPTO retrosynthesis dataset with 1.9M reactions from patents (1976-2016). The task is: Predict the reactants needed to synthesize the given product. (1) Given the product [Cl:7][C:8]1[CH:9]=[CH:10][C:11]([NH:14][C:15]2[CH:20]=[C:19]([N:1]3[CH2:6][CH2:5][O:4][CH2:3][CH2:2]3)[N:18]=[C:17]([C:22]#[N:23])[N:16]=2)=[CH:12][CH:13]=1, predict the reactants needed to synthesize it. The reactants are: [NH:1]1[CH2:6][CH2:5][O:4][CH2:3][CH2:2]1.[Cl:7][C:8]1[CH:13]=[CH:12][C:11]([NH:14][C:15]2[CH:20]=[C:19](F)[N:18]=[C:17]([C:22]#[N:23])[N:16]=2)=[CH:10][CH:9]=1. (2) The reactants are: [C:1]1([CH2:7][CH2:8][CH2:9][N:10]2[CH2:19][CH2:18][C:17]3([C:20]4[CH:25]=[CH:24][CH:23]=[C:22]([O:26][CH3:27])[CH:21]=4)[C:12]([CH3:29])([CH2:13][CH2:14][CH:15]([NH2:28])[CH2:16]3)[CH2:11]2)[CH:6]=[CH:5][CH:4]=[CH:3][CH:2]=1.[CH2:30]1C[O:33][CH2:32][CH2:31]1.C([N:37]([CH2:40][CH3:41])[CH2:38][CH3:39])C.CN([P+](ON1N=N[C:55]2[CH:56]=C[CH:58]=[CH:59][C:54]1=2)(N(C)C)N(C)C)C.F[P-](F)(F)(F)(F)F. Given the product [CH2:40]1[C:41]2[C:56](=[CH:55][CH:54]=[CH:59][CH:58]=2)[CH2:39][CH2:38][N:37]1[CH2:30][CH2:31][C:32]([NH:28][CH:15]1[CH2:14][CH2:13][C:12]2([CH3:29])[C:17]([C:20]3[CH:25]=[CH:24][CH:23]=[C:22]([O:26][CH3:27])[CH:21]=3)([CH2:18][CH2:19][N:10]([CH2:9][CH2:8][CH2:7][C:1]3[CH:6]=[CH:5][CH:4]=[CH:3][CH:2]=3)[CH2:11]2)[CH2:16]1)=[O:33], predict the reactants needed to synthesize it. (3) Given the product [CH3:1][N:2]1[C@@H:19]2[CH2:20][C:7]3=[CH:8][CH:9]=[C:10]([OH:22])[C:11]4[O:12][C@H:13]5[C:14]([CH2:16][CH2:17][C@:18]2([OH:21])[C@:5]5([C:6]=43)[CH2:4][CH2:3]1)=[O:15], predict the reactants needed to synthesize it. The reactants are: [CH3:1][N:2]1[C@@H:19]2[CH2:20][C:7]3[CH:8]=[CH:9][C:10]([O:22]C)=[C:11]4[O:12][C@H:13]5[C:14]([CH2:16][CH2:17][C@:18]2([OH:21])[C@:5]5([C:6]=34)[CH2:4][CH2:3]1)=[O:15].Cl.B(Br)(Br)Br.O.